The task is: Predict the reaction yield, written as a fraction of the theoretical maximum amount of product (1.0 means a 100% yield; for example, 0.34 means a 34% yield).. This data is from Reaction yield outcomes from USPTO patents with 853,638 reactions. (1) The reactants are [NH2:1][C:2]1[CH:7]=[CH:6][C:5]([N+:8]([O-:10])=[O:9])=[CH:4][N:3]=1.C[Si]([N-][Si](C)(C)C)(C)C.[Na+].[CH3:21][C:22]([O:25][C:26](O[C:26]([O:25][C:22]([CH3:24])([CH3:23])[CH3:21])=[O:27])=[O:27])([CH3:24])[CH3:23]. The catalyst is C1COCC1.CCOC(C)=O. The product is [C:22]([O:25][C:26]([NH:1][C:2]1[CH:7]=[CH:6][C:5]([N+:8]([O-:10])=[O:9])=[CH:4][N:3]=1)=[O:27])([CH3:24])([CH3:23])[CH3:21]. The yield is 0.700. (2) The reactants are Br[C:2]1[C:3]([F:12])=[C:4]2[C:9](=[CH:10][CH:11]=1)[N:8]=[CH:7][CH:6]=[CH:5]2.[C:13]([O-:16])(=[O:15])[CH3:14].[Br-].[C:18]([Zn+2])([CH3:21])([CH3:20])[CH3:19]. The catalyst is O1CCCC1.C1C=CC([P]([Pd]([P](C2C=CC=CC=2)(C2C=CC=CC=2)C2C=CC=CC=2)([P](C2C=CC=CC=2)(C2C=CC=CC=2)C2C=CC=CC=2)[P](C2C=CC=CC=2)(C2C=CC=CC=2)C2C=CC=CC=2)(C2C=CC=CC=2)C2C=CC=CC=2)=CC=1. The product is [C:18]([O:15][C:13](=[O:16])[CH2:14][C:2]1[C:3]([F:12])=[C:4]2[C:9](=[CH:10][CH:11]=1)[N:8]=[CH:7][CH:6]=[CH:5]2)([CH3:21])([CH3:20])[CH3:19]. The yield is 0.710. (3) The product is [CH3:1][N:2]1[CH:3]=[C:4]([C:11]2[CH:12]=[CH:13][CH:14]=[CH:15][CH:16]=2)[CH:5]=[C:6]1[CH3:7]. The reactants are [CH3:1][N:2]1[C:6]([CH3:7])=[C:5](C(O)=O)[C:4]([C:11]2[CH:16]=[CH:15][CH:14]=[CH:13][CH:12]=2)=[C:3]1C(O)=O.NCCO. The catalyst is O. The yield is 0.780. (4) The reactants are [F:1][CH2:2][CH2:3][NH:4][C@:5]12[CH2:40][CH2:39][C@@H:38]([C:41]([CH3:43])=[CH2:42])[C@@H:6]1[C@@H:7]1[C@@:20]([CH3:23])([CH2:21][CH2:22]2)[C@@:19]2([CH3:24])[C@@H:10]([C@:11]3([CH3:37])[C@@H:16]([CH2:17][CH2:18]2)[C:15]([CH3:26])([CH3:25])[C:14]([C:27]2[CH:36]=[CH:35][C:30]([C:31]([O:33]C)=[O:32])=[CH:29][CH:28]=2)=[CH:13][CH2:12]3)[CH2:9][CH2:8]1.[OH-].[Na+]. The catalyst is O1CCOCC1.CO. The product is [F:1][CH2:2][CH2:3][NH:4][C@:5]12[CH2:40][CH2:39][C@@H:38]([C:41]([CH3:43])=[CH2:42])[C@@H:6]1[C@@H:7]1[C@@:20]([CH3:23])([CH2:21][CH2:22]2)[C@@:19]2([CH3:24])[C@@H:10]([C@:11]3([CH3:37])[C@@H:16]([CH2:17][CH2:18]2)[C:15]([CH3:26])([CH3:25])[C:14]([C:27]2[CH:28]=[CH:29][C:30]([C:31]([OH:33])=[O:32])=[CH:35][CH:36]=2)=[CH:13][CH2:12]3)[CH2:9][CH2:8]1. The yield is 0.482. (5) The reactants are [NH:1]1[CH2:9][CH2:8][CH2:7][CH:3]([C:4]([OH:6])=[O:5])[CH2:2]1.[OH-].[Na+].[CH2:12]([O:19][C:20]([NH:22][C:23](=[N:26][C:27]([O:29][CH2:30][C:31]1[CH:36]=[CH:35][CH:34]=[CH:33][CH:32]=1)=[O:28])SC)=[O:21])[C:13]1[CH:18]=[CH:17][CH:16]=[CH:15][CH:14]=1.O. The catalyst is O1CCOCC1.CCOCC. The product is [CH2:30]([O:29][C:27]([NH:26][C:23](=[N:22][C:20]([O:19][CH2:12][C:13]1[CH:18]=[CH:17][CH:16]=[CH:15][CH:14]=1)=[O:21])[N:1]1[CH2:9][CH2:8][CH2:7][CH:3]([C:4]([OH:6])=[O:5])[CH2:2]1)=[O:28])[C:31]1[CH:32]=[CH:33][CH:34]=[CH:35][CH:36]=1. The yield is 0.710. (6) The reactants are [F:1][C:2]([F:18])([F:17])[C:3]1[C:11]([C:12](OCC)=[O:13])=[C:6]2[CH:7]=[CH:8][CH:9]=[CH:10][N:5]2[N:4]=1.[H-].[Al+3].[Li+].[H-].[H-].[H-].CO.[OH-].[Na+]. The catalyst is O1CCCC1. The product is [F:18][C:2]([F:1])([F:17])[C:3]1[C:11]([CH2:12][OH:13])=[C:6]2[CH:7]=[CH:8][CH:9]=[CH:10][N:5]2[N:4]=1. The yield is 1.00. (7) The reactants are [CH3:1][O:2][C:3]1[N:8]=[CH:7][C:6]([CH:9]([CH2:14][C:15]([OH:17])=[O:16])[CH2:10][C:11]([OH:13])=O)=[CH:5][CH:4]=1.C(OC(=O)C)(=O)C. The yield is 0.340. No catalyst specified. The product is [CH3:1][O:2][C:3]1[N:8]=[CH:7][C:6]([CH:9]2[CH2:10][C:11](=[O:13])[O:17][C:15](=[O:16])[CH2:14]2)=[CH:5][CH:4]=1. (8) The reactants are [F:1][C:2]1[CH:3]=[CH:4][C:5]([CH:8]=O)=[N:6][CH:7]=1.Cl.[NH2:11][OH:12].[OH-].[Na+].Cl. The catalyst is C(O)C.O. The product is [F:1][C:2]1[CH:3]=[CH:4][C:5]([CH:8]=[N:11][OH:12])=[N:6][CH:7]=1. The yield is 0.790. (9) The reactants are [F:1][C:2]([F:29])([F:28])[C:3]1[CH:8]=[C:7]([C:9]2[CH:14]=[CH:13][C:12]([N+:15]([O-])=O)=[CH:11][CH:10]=2)[N:6]=[C:5]([C:18]2[CH:23]=[CH:22][C:21]([C:24]([F:27])([F:26])[F:25])=[CH:20][CH:19]=2)[N:4]=1.FC(F)(F)C1C=C(C2C=CC([N+]([O-])=O)=CC=2)N=C(SC)N=1.[N+](C1C=CC(C(=O)CC(=O)C(F)(F)F)=CC=1)([O-])=O.FC(F)(F)C1C=CC(B(O)O)=CC=1.O1C=CC=C1P(C1OC=CC=1)C1OC=CC=1. The catalyst is C1COCC1.S1C=CC=C1C([O-])=O.[Cu+2].S1C=CC=C1C([O-])=O.C1C=CC(/C=C/C(/C=C/C2C=CC=CC=2)=O)=CC=1.C1C=CC(/C=C/C(/C=C/C2C=CC=CC=2)=O)=CC=1.C1C=CC(/C=C/C(/C=C/C2C=CC=CC=2)=O)=CC=1.C(Cl)(Cl)Cl.[Pd].[Pd]. The product is [F:29][C:2]([F:1])([F:28])[C:3]1[CH:8]=[C:7]([C:9]2[CH:14]=[CH:13][C:12]([NH2:15])=[CH:11][CH:10]=2)[N:6]=[C:5]([C:18]2[CH:23]=[CH:22][C:21]([C:24]([F:27])([F:25])[F:26])=[CH:20][CH:19]=2)[N:4]=1. The yield is 0.410.